Dataset: NCI-60 drug combinations with 297,098 pairs across 59 cell lines. Task: Regression. Given two drug SMILES strings and cell line genomic features, predict the synergy score measuring deviation from expected non-interaction effect. (1) Drug 2: N.N.Cl[Pt+2]Cl. Cell line: KM12. Drug 1: COC1=C2C(=CC3=C1OC=C3)C=CC(=O)O2. Synergy scores: CSS=17.9, Synergy_ZIP=-7.81, Synergy_Bliss=-1.93, Synergy_Loewe=-11.2, Synergy_HSA=-1.47. (2) Drug 1: CCN(CC)CCCC(C)NC1=C2C=C(C=CC2=NC3=C1C=CC(=C3)Cl)OC. Drug 2: CCC1(C2=C(COC1=O)C(=O)N3CC4=CC5=C(C=CC(=C5CN(C)C)O)N=C4C3=C2)O.Cl. Cell line: HCC-2998. Synergy scores: CSS=40.9, Synergy_ZIP=-4.07, Synergy_Bliss=0.733, Synergy_Loewe=-5.40, Synergy_HSA=2.37.